Dataset: Forward reaction prediction with 1.9M reactions from USPTO patents (1976-2016). Task: Predict the product of the given reaction. (1) Given the reactants [N+:1]([C:4]1[CH:5]=[C:6]([NH:10][C:11]([N:13]2[CH2:17][CH2:16][CH2:15][CH2:14]2)=[O:12])[CH:7]=[CH:8][CH:9]=1)([O-])=O.O.NN, predict the reaction product. The product is: [NH2:1][C:4]1[CH:5]=[C:6]([NH:10][C:11]([N:13]2[CH2:17][CH2:16][CH2:15][CH2:14]2)=[O:12])[CH:7]=[CH:8][CH:9]=1. (2) Given the reactants [Cl:1][C:2]1[CH:10]=[CH:9][C:5]([C:6]([NH2:8])=[S:7])=[CH:4][CH:3]=1.[Cl:11][CH2:12][C:13]([CH2:15]Cl)=O, predict the reaction product. The product is: [Cl:11][CH2:12][C:13]1[N:8]=[C:6]([C:5]2[CH:9]=[CH:10][C:2]([Cl:1])=[CH:3][CH:4]=2)[S:7][CH:15]=1. (3) Given the reactants [CH2:1]([N:8]1[CH2:13][CH2:12][CH:11]([N:14]([CH:24]([CH3:26])[CH3:25])[C:15](=O)[CH2:16][CH2:17][CH2:18][O:19][CH2:20][CH2:21][OH:22])[CH2:10][CH2:9]1)[C:2]1[CH:7]=[CH:6][CH:5]=[CH:4][CH:3]=1.[H-].[Al+3].[Li+].[H-].[H-].[H-], predict the reaction product. The product is: [OH:22][CH2:21][CH2:20][O:19][CH2:18][CH2:17][CH2:16][CH2:15][N:14]([CH:11]1[CH2:12][CH2:13][N:8]([CH2:1][C:2]2[CH:7]=[CH:6][CH:5]=[CH:4][CH:3]=2)[CH2:9][CH2:10]1)[CH:24]([CH3:26])[CH3:25]. (4) Given the reactants COCN[C:5]([C:7]1[C:16]([OH:17])=[CH:15][C:14]2[C:9](=[CH:10][CH:11]=[CH:12][CH:13]=2)[CH:8]=1)=[O:6].[CH3:18][Mg]Br.[Cl-].[NH4+].O, predict the reaction product. The product is: [OH:17][C:16]1[C:7]([C:5](=[O:6])[CH3:18])=[CH:8][C:9]2[C:14]([CH:15]=1)=[CH:13][CH:12]=[CH:11][CH:10]=2. (5) Given the reactants C([O:8][C:9]1[CH:14]=[CH:13][C:12]([N+:15]([O-])=O)=[C:11]([F:18])[C:10]=1[CH3:19])C1C=CC=CC=1, predict the reaction product. The product is: [NH2:15][C:12]1[CH:13]=[CH:14][C:9]([OH:8])=[C:10]([CH3:19])[C:11]=1[F:18]. (6) Given the reactants [Si:1]([O:8][C@@H:9]1[C@@H:14]([CH3:15])[CH2:13][N:12]([C:16]2[CH:21]=[CH:20][N:19]=[CH:18][C:17]=2[N+:22]([O-])=O)[CH2:11][C@H:10]1[NH:25][C:26](=[O:32])[O:27][C:28]([CH3:31])([CH3:30])[CH3:29])([C:4]([CH3:7])([CH3:6])[CH3:5])([CH3:3])[CH3:2], predict the reaction product. The product is: [NH2:22][C:17]1[CH:18]=[N:19][CH:20]=[CH:21][C:16]=1[N:12]1[CH2:13][C@H:14]([CH3:15])[C@@H:9]([O:8][Si:1]([C:4]([CH3:7])([CH3:6])[CH3:5])([CH3:3])[CH3:2])[C@H:10]([NH:25][C:26](=[O:32])[O:27][C:28]([CH3:31])([CH3:30])[CH3:29])[CH2:11]1. (7) Given the reactants [CH2:1]([O:4][C:5]1([CH3:38])[CH2:10][CH2:9][N:8]([C:11]2[N:16]3[CH:17]=[C:18]([C:20]4[CH:25]=[CH:24][CH:23]=[C:22](Br)[CH:21]=4)[N:19]=[C:15]3[CH:14]=[C:13]([CH3:27])[C:12]=2[C@H:28]([O:33][C:34]([CH3:37])([CH3:36])[CH3:35])[C:29]([O:31][CH3:32])=[O:30])[CH2:7][CH2:6]1)[CH:2]=[CH2:3].[F:39][C:40]1[CH:45]=[CH:44][C:43](B(O)O)=[C:42]([O:49][C@H:50]([CH2:52][CH:53]=[CH2:54])[CH3:51])[CH:41]=1.C([O-])([O-])=O.[Na+].[Na+], predict the reaction product. The product is: [CH2:1]([O:4][C:5]1([CH3:38])[CH2:10][CH2:9][N:8]([C:11]2[N:16]3[CH:17]=[C:18]([C:20]4[CH:21]=[C:22]([C:43]5[CH:44]=[CH:45][C:40]([F:39])=[CH:41][C:42]=5[O:49][C@H:50]([CH2:52][CH:53]=[CH2:54])[CH3:51])[CH:23]=[CH:24][CH:25]=4)[N:19]=[C:15]3[CH:14]=[C:13]([CH3:27])[C:12]=2[C@H:28]([O:33][C:34]([CH3:37])([CH3:36])[CH3:35])[C:29]([O:31][CH3:32])=[O:30])[CH2:7][CH2:6]1)[CH:2]=[CH2:3].